Task: Regression. Given two drug SMILES strings and cell line genomic features, predict the synergy score measuring deviation from expected non-interaction effect.. Dataset: NCI-60 drug combinations with 297,098 pairs across 59 cell lines (1) Drug 1: CN(C(=O)NC(C=O)C(C(C(CO)O)O)O)N=O. Drug 2: C1CNP(=O)(OC1)N(CCCl)CCCl. Cell line: TK-10. Synergy scores: CSS=2.75, Synergy_ZIP=-1.96, Synergy_Bliss=-3.01, Synergy_Loewe=0.0275, Synergy_HSA=-1.37. (2) Drug 1: C1=CC(=CC=C1C#N)C(C2=CC=C(C=C2)C#N)N3C=NC=N3. Drug 2: C(CN)CNCCSP(=O)(O)O. Cell line: HOP-62. Synergy scores: CSS=-5.33, Synergy_ZIP=1.22, Synergy_Bliss=-1.16, Synergy_Loewe=-2.22, Synergy_HSA=-5.63.